Dataset: Reaction yield outcomes from USPTO patents with 853,638 reactions. Task: Predict the reaction yield, written as a fraction of the theoretical maximum amount of product (1.0 means a 100% yield; for example, 0.34 means a 34% yield). (1) The reactants are [Cl-].[Mg+2].[Cl-].[CH2:4]([O:6][C:7](=[O:21])[C:8](=O)[CH2:9][N:10]1[C:19]2[C:14](=[CH:15][CH:16]=[CH:17][CH:18]=2)[CH2:13][CH2:12][CH2:11]1)[CH3:5]. The catalyst is COCCO. The product is [CH2:4]([O:6][C:7]([C:8]1[C:18]2=[C:19]3[C:14](=[CH:15][CH:16]=[CH:17]2)[CH2:13][CH2:12][CH2:11][N:10]3[CH:9]=1)=[O:21])[CH3:5]. The yield is 0.470. (2) The reactants are [F:1][C:2]1[CH:7]=[C:6]([CH3:8])[CH:5]=[CH:4][C:3]=1[NH:9][C:10]1[C:19]2[C:14](=[CH:15][C:16]([O:26][CH3:27])=[C:17]([N:20]3[CH2:25][CH2:24][NH:23][CH2:22][CH2:21]3)[CH:18]=2)[N:13]=[N:12][C:11]=1[C:28]([NH2:30])=[O:29].F[P-](F)(F)(F)(F)F.N1(O[P+](N2CCCC2)(N2CCCC2)N2CCCC2)C2C=CC=CC=2N=N1.[OH:64][C@H:65]([CH3:69])[C:66](O)=[O:67].C(N(C(C)C)C(C)C)C. The catalyst is C(Cl)Cl.CO.O. The product is [F:1][C:2]1[CH:7]=[C:6]([CH3:8])[CH:5]=[CH:4][C:3]=1[NH:9][C:10]1[C:19]2[C:14](=[CH:15][C:16]([O:26][CH3:27])=[C:17]([N:20]3[CH2:21][CH2:22][N:23]([C:66](=[O:67])[C@H:65]([OH:64])[CH3:69])[CH2:24][CH2:25]3)[CH:18]=2)[N:13]=[N:12][C:11]=1[C:28]([NH2:30])=[O:29]. The yield is 0.370.